From a dataset of Catalyst prediction with 721,799 reactions and 888 catalyst types from USPTO. Predict which catalyst facilitates the given reaction. Reactant: [H-].[Na+].[N:3]1[C:7]2[CH:8]=[CH:9][CH:10]=[CH:11][C:6]=2[NH:5][C:4]=1[CH2:12][C:13]#[N:14].Br[CH2:16][CH2:17][CH2:18][CH2:19][CH2:20]Br.O. Product: [NH:3]1[C:7]2[CH:8]=[CH:9][CH:10]=[CH:11][C:6]=2[N:5]=[C:4]1[C:12]1([C:13]#[N:14])[CH2:20][CH2:19][CH2:18][CH2:17][CH2:16]1. The catalyst class is: 9.